From a dataset of Forward reaction prediction with 1.9M reactions from USPTO patents (1976-2016). Predict the product of the given reaction. (1) The product is: [Br:1][C:2]1[CH:3]=[C:4]([S:18][C:19]2[CH:20]=[C:21]([CH:25]=[CH:26][CH:27]=2)[C:22]([NH:32][CH2:31][CH2:30][N:29]([CH3:33])[CH3:28])=[O:23])[C:5]([NH:8][C:9]2[S:10][C:11]3[C:16]([N:17]=2)=[CH:15][CH:14]=[CH:13][N:12]=3)=[N:6][CH:7]=1. Given the reactants [Br:1][C:2]1[CH:3]=[C:4]([S:18][C:19]2[CH:20]=[C:21]([CH:25]=[CH:26][CH:27]=2)[C:22](O)=[O:23])[C:5]([NH:8][C:9]2[S:10][C:11]3[C:16]([N:17]=2)=[CH:15][CH:14]=[CH:13][N:12]=3)=[N:6][CH:7]=1.[CH3:28][N:29]([CH3:33])[CH2:30][CH2:31][NH2:32].Cl.CN(C)CCCN=C=NCC.C1C=CC2N(O)N=NC=2C=1.O.C(N(CC)C(C)C)(C)C, predict the reaction product. (2) Given the reactants [CH:1]1[C:7](N)=[N:6][C:4](=[O:5])[N:3]([C@@H:9]2[O:13][C@H:12]([CH2:14][OH:15])[C@@H:11]([OH:16])[C:10]2([F:18])[F:17])[CH:2]=1.Cl.[CH2:20]([NH:32][C:33]([C:35]1[C:36]([C:41]([OH:43])=O)=[N:37][CH:38]=[CH:39][N:40]=1)=[O:34])[CH2:21][CH2:22][CH2:23][CH2:24][CH2:25][CH2:26][CH2:27][CH2:28][CH2:29]CC.F[P-](F)(F)(F)(F)F.N1(O[P+](N2CCCC2)(N2CCCC2)N2CCCC2)[C:55]2C=CC=C[C:54]=2N=N1.C[N:78](C)C=O, predict the reaction product. The product is: [F:17][C:10]1([F:18])[C@H:11]([OH:16])[C@@H:12]([CH2:14][OH:15])[O:13][C@H:9]1[N:3]1[CH:2]=[CH:1][C:7]([N:32]([CH:20]([CH2:21][CH2:22][CH2:23][CH2:24][CH2:25][CH2:26][CH2:27][CH2:28][CH3:29])[CH2:54][CH3:55])[C:33]([C:35]2[C:36]([C:41]([NH2:78])=[O:43])=[N:37][CH:38]=[CH:39][N:40]=2)=[O:34])=[N:6][C:4]1=[O:5]. (3) Given the reactants [CH2:1]([O:8][CH2:9][O:10][C:11]1[CH:16]=[C:15]([N+:17]([O-])=O)[CH:14]=[CH:13][C:12]=1[Cl:20])[C:2]1[CH:7]=[CH:6][CH:5]=[CH:4][CH:3]=1, predict the reaction product. The product is: [CH2:1]([O:8][CH2:9][O:10][C:11]1[CH:16]=[C:15]([CH:14]=[CH:13][C:12]=1[Cl:20])[NH2:17])[C:2]1[CH:3]=[CH:4][CH:5]=[CH:6][CH:7]=1. (4) Given the reactants [F:1][CH:2]([F:15])[O:3][C:4]1[CH:11]=[C:10]([CH2:12][CH:13]=O)[CH:9]=[CH:8][C:5]=1[C:6]#[N:7].[C:16]([N:23]1[CH2:28][CH2:27][NH:26][CH2:25][CH2:24]1)([O:18][C:19]([CH3:22])([CH3:21])[CH3:20])=[O:17].[BH-](OC(C)=O)(OC(C)=O)OC(C)=O.[Na+], predict the reaction product. The product is: [C:19]([O:18][C:16]([N:23]1[CH2:28][CH2:27][N:26]([CH2:13][CH2:12][C:10]2[CH:9]=[CH:8][C:5]([C:6]#[N:7])=[C:4]([O:3][CH:2]([F:15])[F:1])[CH:11]=2)[CH2:25][CH2:24]1)=[O:17])([CH3:22])([CH3:20])[CH3:21]. (5) Given the reactants [Cl:1][C:2]1[CH:3]=[C:4]2[CH:28]=[N:27][NH:26][C:5]2=[C:6]2[C:11]=1[N:10]=[C:9]([C:12]1[N:13]([C:18]3[C:23]([Cl:24])=[CH:22][CH:21]=[CH:20][N:19]=3)[N:14]=[C:15]([Cl:17])[CH:16]=1)[O:8][C:7]2=[O:25].[CH:29]([NH2:32])([CH3:31])[CH3:30], predict the reaction product. The product is: [CH:29]([NH:32][C:7]([C:6]1[C:11]([NH:10][C:9]([C:12]2[N:13]([C:18]3[C:23]([Cl:24])=[CH:22][CH:21]=[CH:20][N:19]=3)[N:14]=[C:15]([Cl:17])[CH:16]=2)=[O:8])=[C:2]([Cl:1])[CH:3]=[C:4]2[C:5]=1[NH:26][N:27]=[CH:28]2)=[O:25])([CH3:31])[CH3:30]. (6) Given the reactants [Cl:1][C:2]1[CH:11]=[C:10]2[C:5]([C:6]([N:12]3[CH2:17][CH2:16][NH:15][CH2:14][CH2:13]3)=[CH:7][CH:8]=[N:9]2)=[CH:4][CH:3]=1.C(N(C(C)C)CC)(C)C.[F:27][C:28]([F:39])([F:38])[C:29]1[CH:34]=[CH:33][C:32]([N:35]=[C:36]=[O:37])=[CH:31][CH:30]=1, predict the reaction product. The product is: [Cl:1][C:2]1[CH:11]=[C:10]2[C:5]([C:6]([N:12]3[CH2:17][CH2:16][N:15]([C:36]([NH:35][C:32]4[CH:31]=[CH:30][C:29]([C:28]([F:27])([F:38])[F:39])=[CH:34][CH:33]=4)=[O:37])[CH2:14][CH2:13]3)=[CH:7][CH:8]=[N:9]2)=[CH:4][CH:3]=1. (7) Given the reactants [F:1][C:2]([F:23])([F:22])[C:3]1[C:11]2[CH2:10][CH2:9][CH2:8][CH2:7][C:6]=2[N:5]([C:12]2[CH:17]=[CH:16][C:15]([CH2:18][C:19]([OH:21])=O)=[CH:14][CH:13]=2)[N:4]=1.[CH3:24][NH:25][CH2:26][CH2:27][CH2:28][CH3:29], predict the reaction product. The product is: [CH2:26]([N:25]([CH3:24])[C:19](=[O:21])[CH2:18][C:15]1[CH:16]=[CH:17][C:12]([N:5]2[C:6]3[CH2:7][CH2:8][CH2:9][CH2:10][C:11]=3[C:3]([C:2]([F:22])([F:23])[F:1])=[N:4]2)=[CH:13][CH:14]=1)[CH2:27][CH2:28][CH3:29].